From a dataset of Catalyst prediction with 721,799 reactions and 888 catalyst types from USPTO. Predict which catalyst facilitates the given reaction. Reactant: [NH:1]1[CH:5]=[CH:4][C:3]([C:6]([O:8][CH2:9][CH3:10])=[O:7])=[N:2]1.Br[CH2:12][C:13]1[CH:20]=[CH:19][C:16]([C:17]#[N:18])=[C:15]([Br:21])[CH:14]=1.CC(C)([O-])C.[K+]. Product: [Br:21][C:15]1[CH:14]=[C:13]([CH2:12][N:1]2[CH:5]=[CH:4][C:3]([C:6]([O:8][CH2:9][CH3:10])=[O:7])=[N:2]2)[CH:20]=[CH:19][C:16]=1[C:17]#[N:18]. The catalyst class is: 8.